From a dataset of Reaction yield outcomes from USPTO patents with 853,638 reactions. Predict the reaction yield, written as a fraction of the theoretical maximum amount of product (1.0 means a 100% yield; for example, 0.34 means a 34% yield). (1) The reactants are [O:1]1[C:3]2([CH2:8][CH2:7][N:6]([C:9]3[CH:14]=[CH:13][C:12]([N:15]4[CH2:19][C@H:18]([CH2:20][NH:21][C:22](=[O:24])[CH3:23])[O:17][C:16]4=[O:25])=[CH:11][C:10]=3[F:26])[CH2:5][CH2:4]2)[CH2:2]1.[NH:27]1[CH2:32][CH2:31][NH:30][CH2:29][CH2:28]1. The catalyst is CO. The product is [N:27]1([CH2:2][C:3]2([OH:1])[CH2:4][CH2:5][N:6]([C:9]3[CH:14]=[CH:13][C:12]([N:15]4[CH2:19][C@H:18]([CH2:20][NH:21][C:22](=[O:24])[CH3:23])[O:17][C:16]4=[O:25])=[CH:11][C:10]=3[F:26])[CH2:7][CH2:8]2)[CH2:32][CH2:31][NH:30][CH2:29][CH2:28]1. The yield is 0.800. (2) The reactants are [CH2:1]([N:3]([CH2:20][CH3:21])[CH2:4][CH2:5][NH:6]C(C1C=CC2C(=CC=C(I)C=2)C=1)=O)[CH3:2].[I:22][C:23]1[CH:24]=[C:25]2[C:29](=[CH:30][CH:31]=1)[NH:28][C:27]([C:32]([O:34]CC)=O)=[CH:26]2.[K+].[Br-]. The catalyst is ClCCl.C(O)C. The product is [CH2:1]([N:3]([CH2:20][CH3:21])[CH2:4][CH2:5][NH:6][C:32]([C:27]1[NH:28][C:29]2[C:25]([CH:26]=1)=[CH:24][C:23]([I:22])=[CH:31][CH:30]=2)=[O:34])[CH3:2]. The yield is 0.500. (3) The reactants are [CH3:1][O:2][C:3]1[CH:8]=[CH:7][CH:6]=[CH:5][C:4]=1[SH:9].C(=O)([O-])[O-].[K+].[K+].[Cl:16][CH:17]1[CH:29]=[C:21]2[CH2:22][O:23][CH2:24][C:25]3[CH:26]=[CH:27][CH:28]=[C:19]([C:20]=32)[C:18]1([C:32]1[N:37]=[C:36](S(C)=O)[N:35]=[C:34]([NH2:41])[N:33]=1)[C:30]#[N:31].O. The catalyst is CN(C)C=O.C(OCC)(=O)C. The product is [Cl:16][CH:17]1[CH:29]=[C:21]2[CH2:22][O:23][CH2:24][C:25]3[CH:26]=[CH:27][CH:28]=[C:19]([C:20]=32)[C:18]1([C:32]1[N:37]=[C:36]([S:9][C:4]2[CH:5]=[CH:6][CH:7]=[CH:8][C:3]=2[O:2][CH3:1])[N:35]=[C:34]([NH2:41])[N:33]=1)[C:30]#[N:31]. The yield is 0.560.